This data is from Reaction yield outcomes from USPTO patents with 853,638 reactions. The task is: Predict the reaction yield, written as a fraction of the theoretical maximum amount of product (1.0 means a 100% yield; for example, 0.34 means a 34% yield). (1) The reactants are [NH2:1][C:2]1[CH:7]=[CH:6][CH:5]=[CH:4][C:3]=1[CH:8]1[N:13]2[N:14]=[C:15]([C:19]3[CH:24]=[CH:23][C:22]([O:25][CH2:26][CH:27]4[CH2:29][CH2:28]4)=[CH:21][CH:20]=3)[C:16]([C:17]#[N:18])=[C:12]2[NH:11][CH2:10][CH2:9]1.[OH-:30].[Na+].OO. The catalyst is CCO.CS(C)=O. The product is [NH2:1][C:2]1[CH:7]=[CH:6][CH:5]=[CH:4][C:3]=1[CH:8]1[N:13]2[N:14]=[C:15]([C:19]3[CH:20]=[CH:21][C:22]([O:25][CH2:26][CH:27]4[CH2:29][CH2:28]4)=[CH:23][CH:24]=3)[C:16]([C:17]([NH2:18])=[O:30])=[C:12]2[NH:11][CH2:10][CH2:9]1. The yield is 0.410. (2) The reactants are [OH-].[Na+].Cl.[NH2:4][CH2:5][C:6]([O:8][CH2:9][CH3:10])=[O:7].[C:11]([O:15][CH2:16][CH3:17])(=[O:14])[CH:12]=[CH2:13]. The catalyst is O. The product is [CH2:16]([O:15][C:11](=[O:14])[CH2:12][CH2:13][NH:4][CH2:5][C:6]([O:8][CH2:9][CH3:10])=[O:7])[CH3:17]. The yield is 0.610. (3) The reactants are C[C@@:2]1([C:18]([O-:20])=[O:19])[CH2:6][C@:5](C)([C:7]([O-:9])=[O:8])[CH2:4][N:3]1[C:11]([O:13][C:14]([CH3:17])([CH3:16])[CH3:15])=[O:12].[OH-].[Na+].Cl.[CH2:24]1COCC1. No catalyst specified. The product is [C:14]([O:13][C:11]([N:3]1[C@H:2]([C:18]([O:20][CH3:24])=[O:19])[CH2:6][C@H:5]([C:7]([OH:9])=[O:8])[CH2:4]1)=[O:12])([CH3:15])([CH3:16])[CH3:17]. The yield is 0.700. (4) The reactants are C(NC(C)C)(C)C.C([Li])CCC.[CH2:13]([SnH:17]([CH2:22][CH2:23][CH2:24][CH3:25])[CH2:18][CH2:19][CH2:20][CH3:21])[CH2:14][CH2:15][CH3:16].[CH3:26][O:27][CH2:28]Cl. The catalyst is O.O1CCCC1. The product is [CH2:22]([Sn:17]([CH2:13][CH2:14][CH2:15][CH3:16])([CH2:18][CH2:19][CH2:20][CH3:21])[CH2:26][O:27][CH3:28])[CH2:23][CH2:24][CH3:25]. The yield is 0.860. (5) The catalyst is C1COCC1.C(#N)C.C1C=CC([PH+]([C]2[CH][CH][CH][CH]2)C2C=CC=CC=2)=CC=1.C1C=CC([PH+]([C]2[CH][CH][CH][CH]2)C2C=CC=CC=2)=CC=1.C(Cl)Cl.Cl[Pd]Cl.[Fe]. The yield is 0.520. The reactants are [CH3:1][O:2][C:3]1[CH:8]=[CH:7][CH:6]=[CH:5][C:4]=1[C:9]1[C:17]2[C:12](=[N:13][CH:14]=[C:15](C3OC(C)(C)C(C)(C)O3)[CH:16]=2)[N:11]([CH2:27][O:28][C:29](=[O:34])[C:30]([CH3:33])([CH3:32])[CH3:31])[N:10]=1.[NH2:35][C:36]1[CH:46]=[CH:45][C:44](Br)=[CH:43][C:37]=1[C:38]([N:40]([CH3:42])[CH3:41])=[O:39]. The product is [NH2:35][C:36]1[CH:46]=[CH:45][C:44]([C:15]2[CH:16]=[C:17]3[C:9]([C:4]4[CH:5]=[CH:6][CH:7]=[CH:8][C:3]=4[O:2][CH3:1])=[N:10][N:11]([CH2:27][O:28][C:29](=[O:34])[C:30]([CH3:31])([CH3:33])[CH3:32])[C:12]3=[N:13][CH:14]=2)=[CH:43][C:37]=1[C:38](=[O:39])[N:40]([CH3:41])[CH3:42]. (6) The reactants are [CH2:1]([C:3]1[C:4]2[CH:5]=[CH:6][C:7]([O:26][CH3:27])=[C:8]([O:24][CH3:25])[C:9]=2[CH2:10][NH+:11]2[CH2:20][CH2:19][C:18]3[C:13](=[CH:14][C:15]4[O:23][CH2:22][O:21][C:16]=4[CH:17]=3)[C:12]=12)[CH3:2].[I-].[OH-:29].[Na+]. The catalyst is O. The product is [CH2:1]([C:3]1[C:4]2[CH:5]=[CH:6][C:7]([O:26][CH3:27])=[C:8]([O:24][CH3:25])[C:9]=2[C:10](=[O:29])[N:11]2[CH2:20][CH2:19][C:18]3[C:13](=[CH:14][C:15]4[O:23][CH2:22][O:21][C:16]=4[CH:17]=3)[C:12]=12)[CH3:2]. The yield is 0.120. (7) The reactants are I[C:2]1[CH:7]=[CH:6][CH:5]=[CH:4][C:3]=1[N:8]1[C:13](=[O:14])[CH:12]([C:15]2[CH:16]=[N:17][CH:18]=[CH:19][CH:20]=2)[CH:11]2[CH2:21][O:22][C:23]3[CH:28]=[CH:27][CH:26]=[CH:25][C:24]=3[C:10]2=[N:9]1.[CH3:29][N:30]1CCCC1=O. The catalyst is C(OCC)(=O)C.[C-]#N.[Zn+2].[C-]#N.[Pd].C1(P(C2C=CC=CC=2)C2C=CC=CC=2)C=CC=CC=1.C1(P(C2C=CC=CC=2)C2C=CC=CC=2)C=CC=CC=1.C1(P(C2C=CC=CC=2)C2C=CC=CC=2)C=CC=CC=1.C1(P(C2C=CC=CC=2)C2C=CC=CC=2)C=CC=CC=1. The product is [C:29]([C:2]1[CH:7]=[CH:6][CH:5]=[CH:4][C:3]=1[N:8]1[C:13](=[O:14])[C:12]([C:15]2[CH:16]=[N:17][CH:18]=[CH:19][CH:20]=2)=[C:11]2[CH2:21][O:22][C:23]3[CH:28]=[CH:27][CH:26]=[CH:25][C:24]=3[C:10]2=[N:9]1)#[N:30]. The yield is 0.570. (8) The reactants are [CH3:1][C:2]1[C:7]([N+:8]([O-])=O)=[CH:6][CH:5]=[CH:4][C:3]=1[CH2:11]C#N.N[C:15]1[C:16]([CH3:24])=[C:17](CC#N)C=CC=1.CC[O:27]C(C)=O.CCO. The catalyst is [Pd]. The product is [CH2:15]([O:27][CH2:11][C:3]1[C:2]([CH3:1])=[C:7]([CH:6]=[CH:5][CH:4]=1)[NH2:8])[CH:16]([CH3:24])[CH3:17]. The yield is 0.770. (9) The reactants are [CH3:1][O:2][CH2:3][C:4]1[CH:10]=[CH:9][CH:8]=[CH:7][C:5]=1[NH2:6].[N:11]([O-])=O.[Na+].[OH-].[Na+]. The catalyst is Cl.O. The product is [CH3:1][O:2][CH2:3][C:4]1[CH:10]=[CH:9][CH:8]=[CH:7][C:5]=1[NH:6][NH2:11]. The yield is 0.710.